This data is from NCI-60 drug combinations with 297,098 pairs across 59 cell lines. The task is: Regression. Given two drug SMILES strings and cell line genomic features, predict the synergy score measuring deviation from expected non-interaction effect. (1) Drug 1: CC12CCC(CC1=CCC3C2CCC4(C3CC=C4C5=CN=CC=C5)C)O. Drug 2: C1=CC=C(C(=C1)C(C2=CC=C(C=C2)Cl)C(Cl)Cl)Cl. Cell line: CCRF-CEM. Synergy scores: CSS=4.28, Synergy_ZIP=-2.80, Synergy_Bliss=-3.60, Synergy_Loewe=-6.53, Synergy_HSA=-3.61. (2) Drug 1: CCCS(=O)(=O)NC1=C(C(=C(C=C1)F)C(=O)C2=CNC3=C2C=C(C=N3)C4=CC=C(C=C4)Cl)F. Drug 2: C1=NNC2=C1C(=O)NC=N2. Cell line: OVCAR-8. Synergy scores: CSS=-1.07, Synergy_ZIP=0.910, Synergy_Bliss=0.284, Synergy_Loewe=-2.17, Synergy_HSA=-1.98.